Dataset: Reaction yield outcomes from USPTO patents with 853,638 reactions. Task: Predict the reaction yield, written as a fraction of the theoretical maximum amount of product (1.0 means a 100% yield; for example, 0.34 means a 34% yield). The reactants are C([O:5][C:6](=[O:52])[C:7]([O:10]/[N:11]=[C:12](/[C:39]1[N:40]=[C:41]([NH:44]C(OC(C)(C)C)=O)[S:42][CH:43]=1)\[C:13]([NH:15][C@@H:16]1[C:19](=[O:20])[N:18]([S:21]([O-:24])(=[O:23])=[O:22])[C@@H:17]1[CH2:25][N:26]1[CH:30]=[C:29]([C:31]2[CH:36]=[CH:35][N+:34]([CH3:37])=[CH:33][C:32]=2[CH3:38])[N:28]=[N:27]1)=[O:14])([CH3:9])[CH3:8])(C)(C)C.C(O)(C(F)(F)F)=O. The product is [NH2:44][C:41]1[S:42][CH:43]=[C:39](/[C:12](=[N:11]/[O:10][C:7]([C:6]([OH:52])=[O:5])([CH3:9])[CH3:8])/[C:13]([NH:15][C@@H:16]2[C:19](=[O:20])[N:18]([S:21]([O-:24])(=[O:22])=[O:23])[C@@H:17]2[CH2:25][N:26]2[CH:30]=[C:29]([C:31]3[CH:36]=[CH:35][N+:34]([CH3:37])=[CH:33][C:32]=3[CH3:38])[N:28]=[N:27]2)=[O:14])[N:40]=1. The yield is 0.620. The catalyst is C(Cl)Cl.